From a dataset of Reaction yield outcomes from USPTO patents with 853,638 reactions. Predict the reaction yield, written as a fraction of the theoretical maximum amount of product (1.0 means a 100% yield; for example, 0.34 means a 34% yield). (1) The reactants are [O:1]1[C:5]2[CH:6]=[CH:7][CH:8]=[CH:9][C:4]=2[N:3]=[C:2]1[C:10]1[CH:26]=[CH:25][C:13]2[N:14]([CH:19]3[CH2:24][CH2:23][O:22][CH2:21][CH2:20]3)[C:15]([CH2:17]O)=[N:16][C:12]=2[CH:11]=1.C(Cl)(=O)C(Cl)=O.[I-].[Na+].[CH3:35][NH:36][CH3:37]. The catalyst is CN(C)C=O.O1CCCC1.ClCCl. The product is [O:1]1[C:5]2[CH:6]=[CH:7][CH:8]=[CH:9][C:4]=2[N:3]=[C:2]1[C:10]1[CH:26]=[CH:25][C:13]2[N:14]([CH:19]3[CH2:20][CH2:21][O:22][CH2:23][CH2:24]3)[C:15]([CH2:17][N:36]([CH3:37])[CH3:35])=[N:16][C:12]=2[CH:11]=1. The yield is 0.430. (2) The reactants are [H-].[Na+].CC(C)([C:8]([O-:10])=[O:9])C([O-])=O.F[C:13]1[CH:18]=[CH:17][C:16]([F:19])=[CH:15][C:14]=1[N+:20]([O-:22])=[O:21].[Cl-].[NH4+].[C:25]([O:28][CH2:29]C)(=[O:27])[CH3:26].[CH3:31]CCCCC. The catalyst is CS(C)=O. The product is [F:19][C:16]1[CH:17]=[CH:18][C:13]([CH:26]([C:8]([O:10][CH3:31])=[O:9])[C:25]([O:28][CH3:29])=[O:27])=[C:14]([N+:20]([O-:22])=[O:21])[CH:15]=1. The yield is 0.800. (3) The reactants are F[C:2]1[C:7]([F:8])=[CH:6][CH:5]=[C:4]([F:9])[N:3]=1.[NH2:10][CH2:11][C:12]1([C:18]#[N:19])[CH2:17][CH2:16][O:15][CH2:14][CH2:13]1.C(N(CC)CC)C. The product is [F:8][C:7]1[C:2]([NH:19][CH2:18][C:12]2([C:11]#[N:10])[CH2:17][CH2:16][O:15][CH2:14][CH2:13]2)=[N:3][C:4]([F:9])=[CH:5][CH:6]=1. The yield is 0.482. The catalyst is CS(C)=O. (4) The reactants are [CH3:1][CH2:2][C@H:3]1[O:18][C:16](=[O:17])[C@H:15]([CH3:19])[C@@H:14]([O:20][C@@H:21]2[O:26][C@@H:25]([CH3:27])[C@H:24]([OH:28])[C@@:23]([O:30][CH3:31])([CH3:29])[CH2:22]2)[C@H:13]([CH3:32])[C@@H:12]([O:33][C@@H:34]2[O:39][C@H:38]([CH3:40])[CH2:37][C@H:36]([N:41](C)[CH3:42])[C@H:35]2[OH:44])[C@@:11]([OH:46])([CH3:45])[CH2:10][C@@H:9]([CH3:47])[CH2:8][N:7]([CH3:48])[C@H:6]([CH3:49])[C@@H:5]([OH:50])[C@@:4]1([OH:52])[CH3:51].C([O-])(=O)C.[Na+].II.[OH-].[Na+].C(Cl)Cl.CO.[NH4+].[OH-].[NH4+].[OH-]. The catalyst is CO.O. The product is [CH3:1][CH2:2][C@H:3]1[O:18][C:16](=[O:17])[C@H:15]([CH3:19])[C@@H:14]([O:20][C@@H:21]2[O:26][C@@H:25]([CH3:27])[C@H:24]([OH:28])[C@@:23]([O:30][CH3:31])([CH3:29])[CH2:22]2)[C@H:13]([CH3:32])[C@@H:12]([O:33][C@@H:34]2[O:39][C@H:38]([CH3:40])[CH2:37][C@H:36]([NH:41][CH3:42])[C@H:35]2[OH:44])[C@@:11]([OH:46])([CH3:45])[CH2:10][C@@H:9]([CH3:47])[CH2:8][N:7]([CH3:48])[C@H:6]([CH3:49])[C@@H:5]([OH:50])[C@@:4]1([OH:52])[CH3:51]. The yield is 0.550. (5) The reactants are [CH3:1][C:2]([C:4]1[CH:9]=[CH:8][C:7]([F:10])=[C:6]([NH2:11])[CH:5]=1)=[O:3].[CH:12]1([C:15](O)=[O:16])[CH2:14][CH2:13]1.CCN(C(C)C)C(C)C. The catalyst is CN(C=O)C. The product is [C:2]([C:4]1[CH:9]=[CH:8][C:7]([F:10])=[C:6]([NH:11][C:15]([CH:12]2[CH2:14][CH2:13]2)=[O:16])[CH:5]=1)(=[O:3])[CH3:1]. The yield is 0.320. (6) The reactants are [C:1]([C:5]1[CH:10]=[CH:9][C:8]([C:11]2[N:15]([CH3:16])[N:14]=[C:13]([C:17](=O)[CH3:18])[C:12]=2[OH:20])=[CH:7][CH:6]=1)([CH3:4])([CH3:3])[CH3:2].[N+:21]([C:24]1[CH:33]=[C:32]([C:34]([NH:36][NH2:37])=[O:35])[CH:31]=[CH:30][C:25]=1[C:26]([O:28][CH3:29])=[O:27])([O-:23])=[O:22]. The catalyst is C(O)(C)C. The product is [C:1]([C:5]1[CH:10]=[CH:9][C:8]([C:11]2[N:15]([CH3:16])[N:14]=[C:13]([C:17](=[N:37][NH:36][C:34]([C:32]3[CH:31]=[CH:30][C:25]([C:26]([O:28][CH3:29])=[O:27])=[C:24]([N+:21]([O-:23])=[O:22])[CH:33]=3)=[O:35])[CH3:18])[C:12]=2[OH:20])=[CH:7][CH:6]=1)([CH3:4])([CH3:3])[CH3:2]. The yield is 0.830. (7) The reactants are [NH2:1][C:2]1[CH:3]=[C:4]([CH:21]=[CH:22][CH:23]=1)[O:5][C:6]1[CH:7]=[CH:8][C:9]2[N:10]([CH:12]=[C:13]([NH:15][C:16]([CH:18]3[CH2:20][CH2:19]3)=[O:17])[N:14]=2)[N:11]=1.[F:24][C:25]1[C:33]([C:34]([F:37])([F:36])[F:35])=[CH:32][CH:31]=[CH:30][C:26]=1[C:27](O)=[O:28].ON1C2C=CC=CC=2N=N1.Cl.C(N=C=NCCCN(C)C)C. The catalyst is CN(C)C=O. The product is [CH:18]1([C:16]([NH:15][C:13]2[N:14]=[C:9]3[CH:8]=[CH:7][C:6]([O:5][C:4]4[CH:3]=[C:2]([NH:1][C:27](=[O:28])[C:26]5[CH:30]=[CH:31][CH:32]=[C:33]([C:34]([F:35])([F:36])[F:37])[C:25]=5[F:24])[CH:23]=[CH:22][CH:21]=4)=[N:11][N:10]3[CH:12]=2)=[O:17])[CH2:20][CH2:19]1. The yield is 0.760. (8) The reactants are [Mg].II.Br[C:5]1[CH:10]=[CH:9][CH:8]=[C:7]([F:11])[C:6]=1CC1CC1.CON(C)[C:19]([C@@H:21]1[CH2:26][CH2:25][CH2:24][N:23]([C:27]([O:29][C:30]([CH3:33])([CH3:32])[CH3:31])=[O:28])[CH2:22]1)=[O:20].[CH2:35]1[CH2:39][O:38][CH2:37][CH2:36]1. No catalyst specified. The product is [CH:35]1([CH2:39][O:38][C:6]2[C:7]([F:11])=[CH:8][CH:9]=[CH:10][C:5]=2[C:19]([C@@H:21]2[CH2:26][CH2:25][CH2:24][N:23]([C:27]([O:29][C:30]([CH3:31])([CH3:32])[CH3:33])=[O:28])[CH2:22]2)=[O:20])[CH2:36][CH2:37]1. The yield is 0.700. (9) The reactants are S(C1C=CC(C)=CC=1)(O[CH2:5][C:6]([F:9])([F:8])[F:7])(=O)=O.C([O-])([O-])=O.[K+].[K+].[CH:23]1[C:28]([OH:29])=[CH:27][CH:26]=[C:25]([Br:30])[CH:24]=1. The catalyst is CN(C=O)C. The product is [Br:30][C:25]1[CH:26]=[CH:27][C:28]([O:29][CH2:5][C:6]([F:9])([F:8])[F:7])=[CH:23][CH:24]=1. The yield is 0.533.